From a dataset of Peptide-MHC class I binding affinity with 185,985 pairs from IEDB/IMGT. Regression. Given a peptide amino acid sequence and an MHC pseudo amino acid sequence, predict their binding affinity value. This is MHC class I binding data. (1) The peptide sequence is LMYADDTAGW. The MHC is HLA-B15:01 with pseudo-sequence HLA-B15:01. The binding affinity (normalized) is 0.655. (2) The peptide sequence is ATPYDINQML. The MHC is HLA-B27:05 with pseudo-sequence HLA-B27:05. The binding affinity (normalized) is 0. (3) The peptide sequence is TPKGPKVKY. The MHC is HLA-A02:01 with pseudo-sequence HLA-A02:01. The binding affinity (normalized) is 0.0847.